Task: Predict the reaction yield, written as a fraction of the theoretical maximum amount of product (1.0 means a 100% yield; for example, 0.34 means a 34% yield).. Dataset: Reaction yield outcomes from USPTO patents with 853,638 reactions (1) The reactants are Cl.[CH3:2][C:3]1[O:4][C:5]2[C:14]3[CH:13]([CH2:15][CH2:16][NH2:17])[CH2:12][CH2:11][C:10]=3[CH:9]=[CH:8][C:6]=2[N:7]=1.C(N(CC)CC)C.[C:25](Cl)(=[O:32])[C:26]1[CH:31]=[CH:30][CH:29]=[CH:28][CH:27]=1.C(=O)([O-])O.[Na+]. The catalyst is O1CCCC1. The product is [CH3:2][C:3]1[O:4][C:5]2[C:14]3[CH:13]([CH2:15][CH2:16][NH:17][C:25](=[O:32])[C:26]4[CH:31]=[CH:30][CH:29]=[CH:28][CH:27]=4)[CH2:12][CH2:11][C:10]=3[CH:9]=[CH:8][C:6]=2[N:7]=1. The yield is 0.440. (2) The reactants are Cl[C:2]1[CH:7]=[CH:6][N:5]=[C:4]2[N:8]([CH2:17][O:18][CH2:19][CH2:20][Si:21]([CH3:24])([CH3:23])[CH3:22])[C:9]([C:11]3[CH:12]=[N:13][CH:14]=[CH:15][CH:16]=3)=[CH:10][C:3]=12.[F:25][C:26]1[CH:31]=[C:30]([N+:32]([O-])=O)[CH:29]=[CH:28][C:27]=1[OH:35].CCN(C(C)C)C(C)C. The catalyst is CN1C(=O)CCC1.CCOC(C)=O. The product is [F:25][C:26]1[CH:31]=[C:30]([NH2:32])[CH:29]=[CH:28][C:27]=1[O:35][C:2]1[CH:7]=[CH:6][N:5]=[C:4]2[N:8]([CH2:17][O:18][CH2:19][CH2:20][Si:21]([CH3:24])([CH3:23])[CH3:22])[C:9]([C:11]3[CH:12]=[N:13][CH:14]=[CH:15][CH:16]=3)=[CH:10][C:3]=12. The yield is 0.0740. (3) The reactants are [Br:1][C:2]1[CH:3]=[C:4]([N+:12]([O-:14])=[O:13])[C:5]([CH3:11])=[C:6]([CH:10]=1)[C:7]([OH:9])=[O:8].IC.[C:17](=O)([O-])[O-].[Na+].[Na+]. The catalyst is CN(C=O)C. The product is [Br:1][C:2]1[CH:3]=[C:4]([N+:12]([O-:14])=[O:13])[C:5]([CH3:11])=[C:6]([CH:10]=1)[C:7]([O:9][CH3:17])=[O:8]. The yield is 0.945. (4) The reactants are [N+:1]([C:4]1[CH:9]=[CH:8][C:7]([CH2:10][S:11](Cl)(=[O:13])=[O:12])=[CH:6][CH:5]=1)([O-:3])=[O:2].C(=O)([O-])[O-].[NH4+:19].[NH4+]. The catalyst is C(#N)C.N. The product is [N+:1]([C:4]1[CH:9]=[CH:8][C:7]([CH2:10][S:11]([NH2:19])(=[O:13])=[O:12])=[CH:6][CH:5]=1)([O-:3])=[O:2]. The yield is 0.930. (5) The reactants are [C:1]([C:4]1[C:5]([OH:14])=[C:6]([C:9]([CH3:13])=[C:10]([Cl:12])[CH:11]=1)[C:7]#[N:8])(=[O:3])[CH3:2].C(N(CC)CC)C.[F:22][C:23]([F:36])([F:35])[S:24](O[S:24]([C:23]([F:36])([F:35])[F:22])(=[O:26])=[O:25])(=[O:26])=[O:25]. The product is [F:22][C:23]([F:36])([F:35])[S:24]([O:14][C:5]1[C:4]([C:1](=[O:3])[CH3:2])=[CH:11][C:10]([Cl:12])=[C:9]([CH3:13])[C:6]=1[C:7]#[N:8])(=[O:26])=[O:25]. The yield is 0.420. The catalyst is C(Cl)Cl.